Dataset: Catalyst prediction with 721,799 reactions and 888 catalyst types from USPTO. Task: Predict which catalyst facilitates the given reaction. (1) Reactant: C([O:5][C:6](=[O:21])[CH:7]=[CH:8][C:9]1[S:10][CH:11]=[C:12]([C:14]2[CH:19]=[CH:18][C:17]([F:20])=[CH:16][CH:15]=2)[N:13]=1)(C)(C)C. Product: [F:20][C:17]1[CH:16]=[CH:15][C:14]([C:12]2[N:13]=[C:9]([CH:8]=[CH:7][C:6]([OH:21])=[O:5])[S:10][CH:11]=2)=[CH:19][CH:18]=1. The catalyst class is: 55. (2) Product: [NH2:1][C:2]1[N:10]=[C:9]2[C:5]([N:6]=[CH:7][N:8]2[CH2:11][C:12]([NH:31][C:32]2[CH:37]=[CH:36][CH:35]=[CH:34][CH:33]=2)=[O:14])=[C:4]([C:15]2[O:16][CH:17]=[CH:18][CH:19]=2)[N:3]=1. Reactant: [NH2:1][C:2]1[N:10]=[C:9]2[C:5]([N:6]=[CH:7][N:8]2[CH2:11][C:12]([OH:14])=O)=[C:4]([C:15]2[O:16][CH:17]=[CH:18][CH:19]=2)[N:3]=1.CCN=C=NCCCN(C)C.[NH2:31][C:32]1[CH:37]=[CH:36][CH:35]=[CH:34][CH:33]=1. The catalyst class is: 2. (3) Reactant: [Cl:1][C:2]1[CH:29]=[CH:28][C:5]([CH2:6][NH:7][C:8]2[CH:13]=[CH:12][C:11]([C:14]([N:16]3[CH2:21][CH2:20][N:19]([C:22]4[CH:27]=[CH:26][CH:25]=[CH:24][CH:23]=4)[CH2:18][CH2:17]3)=[O:15])=[CH:10][CH:9]=2)=[CH:4][CH:3]=1.[C:30]1([S:36](Cl)(=[O:38])=[O:37])[CH:35]=[CH:34][CH:33]=[CH:32][CH:31]=1.N1C=CC=CC=1.C(O)C(N)(CO)CO. Product: [Cl:1][C:2]1[CH:3]=[CH:4][C:5]([CH2:6][N:7]([C:8]2[CH:9]=[CH:10][C:11]([C:14]([N:16]3[CH2:21][CH2:20][N:19]([C:22]4[CH:27]=[CH:26][CH:25]=[CH:24][CH:23]=4)[CH2:18][CH2:17]3)=[O:15])=[CH:12][CH:13]=2)[S:36]([C:30]2[CH:35]=[CH:34][CH:33]=[CH:32][CH:31]=2)(=[O:38])=[O:37])=[CH:28][CH:29]=1. The catalyst class is: 4. (4) Reactant: [OH:1][C:2]1[CH:3]=[C:4]([CH2:8][NH:9][C:10]([C:12]2[CH:13]=[C:14]3[C:19](=[CH:20][CH:21]=2)[N:18]=[CH:17][CH:16]=[CH:15]3)=[O:11])[CH:5]=[CH:6][CH:7]=1.C(=O)([O-])[O-].[K+].[K+].CN(C=O)C.Br[CH2:34][CH2:35][CH:36]=[CH:37][CH3:38]. Product: [CH2:34]([O:1][C:2]1[CH:3]=[C:4]([CH2:8][NH:9][C:10]([C:12]2[CH:13]=[C:14]3[C:19](=[CH:20][CH:21]=2)[N:18]=[CH:17][CH:16]=[CH:15]3)=[O:11])[CH:5]=[CH:6][CH:7]=1)[CH:35]=[CH:36][CH2:37][CH3:38]. The catalyst class is: 6. (5) Reactant: [CH2:1]([O:8][C:9]1[CH:10]=[C:11]([C:20](=[O:26])[CH:21](OCC)O)[C:12]2[O:17][CH2:16][C:15](=[O:18])[NH:14][C:13]=2[CH:19]=1)[C:2]1[CH:7]=[CH:6][CH:5]=[CH:4][CH:3]=1.[CH2:27]([O:29][C:30]1[CH:35]=[CH:34][C:33]([CH2:36][C:37]([NH2:40])([CH3:39])[CH3:38])=[CH:32][CH:31]=1)[CH3:28].[BH4-].[Na+].CC(C)=O. Product: [CH2:1]([O:8][C:9]1[CH:10]=[C:11]([CH:20]([OH:26])[CH2:21][NH:40][C:37]([CH3:38])([CH3:39])[CH2:36][C:33]2[CH:34]=[CH:35][C:30]([O:29][CH2:27][CH3:28])=[CH:31][CH:32]=2)[C:12]2[O:17][CH2:16][C:15](=[O:18])[NH:14][C:13]=2[CH:19]=1)[C:2]1[CH:3]=[CH:4][CH:5]=[CH:6][CH:7]=1. The catalyst class is: 212. (6) Reactant: [C:1]1([CH2:7][CH2:8][C:9](=O)[CH3:10])[CH:6]=[CH:5][CH:4]=[CH:3][CH:2]=1.CC1[N:18]=CC(COP(O)(O)=O)=C(C=O)C=1O.P([O-])([O-])([O-])=O.[K+].[K+].[K+]. Product: [C:1]1([CH2:7][CH2:8][CH:9]([NH2:18])[CH3:10])[CH:6]=[CH:5][CH:4]=[CH:3][CH:2]=1. The catalyst class is: 6. (7) Reactant: CO[C:3](=[O:22])/[C:4](/[O:14][CH2:15][C:16]1[CH:21]=[CH:20][CH:19]=[CH:18][CH:17]=1)=[C:5](\O)/[C:6]([O:8][C:9]([CH3:12])([CH3:11])[CH3:10])=[O:7].Cl.[CH3:24][C:25]([C:31]1[CH:36]=[CH:35][CH:34]=[CH:33][CH:32]=1)([CH3:30])[CH2:26][C:27](=[NH:29])[NH2:28].C[O-].[Na+].Cl. Product: [CH2:15]([O:14][C:4]1[C:5]([C:6]([O:8][C:9]([CH3:10])([CH3:11])[CH3:12])=[O:7])=[N:28][C:27]([CH2:26][C:25]([CH3:30])([C:31]2[CH:36]=[CH:35][CH:34]=[CH:33][CH:32]=2)[CH3:24])=[N:29][C:3]=1[OH:22])[C:16]1[CH:17]=[CH:18][CH:19]=[CH:20][CH:21]=1. The catalyst class is: 24. (8) Reactant: [Br:1][C:2]1[C:7]([O:8][CH3:9])=[CH:6][N:5]=[C:4](Cl)[CH:3]=1.S([O:16][CH3:17])(OC)(=O)=O.C(#N)C.C([O-])(O)=O.[Na+]. Product: [Br:1][C:2]1[C:7]([O:8][CH3:9])=[CH:6][N:5]([CH3:4])[C:17](=[O:16])[CH:3]=1. The catalyst class is: 2. (9) Reactant: [F:1][C:2]1[C:7]([C:8]([C:10]2[C:18]3[C:13](=[N:14][CH:15]=[C:16]([C:19]4[CH:20]=[N:21][NH:22][CH:23]=4)[CH:17]=3)[NH:12][CH:11]=2)=[O:9])=[C:6]([F:24])[CH:5]=[CH:4][C:3]=1[NH:25][S:26]([CH2:29][CH2:30][CH3:31])(=[O:28])=[O:27].C(=O)([O-])[O-].[K+].[K+].[C:38](Cl)(=[O:46])[O:39][C:40]1[CH:45]=[CH:44][CH:43]=[CH:42][CH:41]=1. Product: [C:40]1([O:39][C:38]([N:21]2[CH:20]=[C:19]([C:16]3[CH:17]=[C:18]4[C:10]([C:8](=[O:9])[C:7]5[C:6]([F:24])=[CH:5][CH:4]=[C:3]([NH:25][S:26]([CH2:29][CH2:30][CH3:31])(=[O:27])=[O:28])[C:2]=5[F:1])=[CH:11][NH:12][C:13]4=[N:14][CH:15]=3)[CH:23]=[N:22]2)=[O:46])[CH:45]=[CH:44][CH:43]=[CH:42][CH:41]=1. The catalyst class is: 10.